Dataset: NCI-60 drug combinations with 297,098 pairs across 59 cell lines. Task: Regression. Given two drug SMILES strings and cell line genomic features, predict the synergy score measuring deviation from expected non-interaction effect. Drug 1: CNC(=O)C1=CC=CC=C1SC2=CC3=C(C=C2)C(=NN3)C=CC4=CC=CC=N4. Drug 2: CC1=CC=C(C=C1)C2=CC(=NN2C3=CC=C(C=C3)S(=O)(=O)N)C(F)(F)F. Cell line: K-562. Synergy scores: CSS=53.3, Synergy_ZIP=5.00, Synergy_Bliss=5.68, Synergy_Loewe=-27.0, Synergy_HSA=6.99.